This data is from Catalyst prediction with 721,799 reactions and 888 catalyst types from USPTO. The task is: Predict which catalyst facilitates the given reaction. (1) Reactant: Cl[C:2]1[C:3](=[O:16])[NH:4][C:5]2[C:10]([N:11]=1)=[CH:9][C:8]([C:12]([O:14][CH3:15])=[O:13])=[CH:7][CH:6]=2.CCN(C(C)C)C(C)C.[NH:26]1[CH2:32][CH2:31][CH2:30][CH2:29][CH2:28][CH2:27]1. Product: [N:26]1([C:2]2[C:3](=[O:16])[NH:4][C:5]3[C:10]([N:11]=2)=[CH:9][C:8]([C:12]([O:14][CH3:15])=[O:13])=[CH:7][CH:6]=3)[CH2:32][CH2:31][CH2:30][CH2:29][CH2:28][CH2:27]1. The catalyst class is: 16. (2) Reactant: [Na].[F:2][C:3]([F:7])([F:6])[CH2:4][OH:5].C[O:9][C:10](=[O:31])[C:11]1[CH:16]=[CH:15][C:14]([C:17]#[C:18][C:19]2[CH:24]=[CH:23][C:22]([CH2:25]NCCOC)=[CH:21][CH:20]=2)=[CH:13][CH:12]=1.[OH-].[Na+].OP(O)(O)=O. Product: [F:2][C:3]([F:7])([F:6])[CH2:4][O:5][CH2:25][C:22]1[CH:21]=[CH:20][C:19]([C:18]#[C:17][C:14]2[CH:13]=[CH:12][C:11]([C:10]([OH:31])=[O:9])=[CH:16][CH:15]=2)=[CH:24][CH:23]=1. The catalyst class is: 6.